Dataset: Full USPTO retrosynthesis dataset with 1.9M reactions from patents (1976-2016). Task: Predict the reactants needed to synthesize the given product. Given the product [N:7]1([C:11]2[CH:16]=[CH:15][C:14]([C:17]3[NH:26][C:25](=[O:27])[C:24]4[C:19](=[CH:20][C:21]([O:30][CH3:31])=[CH:22][C:23]=4[O:28][CH3:29])[N:18]=3)=[CH:13][CH:12]=2)[CH2:8][CH2:9][CH2:10][NH:4][CH2:5][CH2:6]1, predict the reactants needed to synthesize it. The reactants are: C([N:4]1[CH2:10][CH2:9][CH2:8][N:7]([C:11]2[CH:16]=[CH:15][C:14]([C:17]3[NH:26][C:25](=[O:27])[C:24]4[C:19](=[CH:20][C:21]([O:30][CH3:31])=[CH:22][C:23]=4[O:28][CH3:29])[N:18]=3)=[CH:13][CH:12]=2)[CH2:6][CH2:5]1)(=O)C.